Dataset: Full USPTO retrosynthesis dataset with 1.9M reactions from patents (1976-2016). Task: Predict the reactants needed to synthesize the given product. (1) The reactants are: [CH3:1][O:2][CH2:3][CH2:4][O:5][C:6]1[CH:7]=[C:8]2[C:13](=[CH:14][CH:15]=1)[N:12]=[C:11](O)[CH:10]=[N:9]2.O=P(Cl)(Cl)[Cl:19]. Given the product [Cl:19][C:11]1[CH:10]=[N:9][C:8]2[C:13](=[CH:14][CH:15]=[C:6]([O:5][CH2:4][CH2:3][O:2][CH3:1])[CH:7]=2)[N:12]=1, predict the reactants needed to synthesize it. (2) Given the product [Br:1][C:2]1[CH:3]=[CH:4][C:5]([N:15]2[CH:16]=[C:12]([CH3:11])[N:13]=[CH:14]2)=[C:6]([CH:9]=1)[C:7]#[N:8], predict the reactants needed to synthesize it. The reactants are: [Br:1][C:2]1[CH:3]=[CH:4][C:5](F)=[C:6]([CH:9]=1)[C:7]#[N:8].[CH3:11][C:12]1[N:13]=[CH:14][NH:15][CH:16]=1. (3) Given the product [F:1][C:2]1[CH:3]=[CH:4][C:5]([C:8]2[N:9]=[CH:10][C:11]([CH:14]=[CH:17][C:18]([OH:20])=[O:19])=[CH:12][N:13]=2)=[CH:6][CH:7]=1, predict the reactants needed to synthesize it. The reactants are: [F:1][C:2]1[CH:7]=[CH:6][C:5]([C:8]2[N:13]=[CH:12][C:11]([CH:14]=O)=[CH:10][N:9]=2)=[CH:4][CH:3]=1.C(O)(=O)[CH2:17][C:18]([OH:20])=[O:19].N1CCCCC1. (4) Given the product [CH3:1][O:2][C:3]1[CH:8]=[CH:7][N:6]=[C:5]([C:14]([OH:15])=[O:17])[C:4]=1[N+:11]([O-:13])=[O:12], predict the reactants needed to synthesize it. The reactants are: [CH3:1][O:2][C:3]1[CH:8]=[CH:7][N+:6]([O-])=[C:5](C)[C:4]=1[N+:11]([O-:13])=[O:12].[C:14](=[O:17])([O-])[O-:15].[K+].[K+].[Mn]([O-])(=O)(=O)=O.[K+]. (5) Given the product [NH2:11][C:9]1[N:8]=[CH:7][N:6]=[C:5]2[N:4]([C@H:12]3[CH2:17][CH2:16][C@@H:15]([N:18]4[CH2:23][CH2:22][N:21]([CH3:24])[CH2:20][CH2:19]4)[CH2:14][CH2:13]3)[N:3]=[C:2]([C:30]3[CH:29]=[CH:28][C:27]([NH:41][C:42]4[S:43][C:44]5[CH:50]=[CH:49][CH:48]=[CH:47][C:45]=5[N:46]=4)=[C:26]([F:25])[CH:31]=3)[C:10]=12, predict the reactants needed to synthesize it. The reactants are: I[C:2]1[C:10]2[C:5](=[N:6][CH:7]=[N:8][C:9]=2[NH2:11])[N:4]([C@H:12]2[CH2:17][CH2:16][C@@H:15]([N:18]3[CH2:23][CH2:22][N:21]([CH3:24])[CH2:20][CH2:19]3)[CH2:14][CH2:13]2)[N:3]=1.[F:25][C:26]1[CH:31]=[C:30](B2OC(C)(C)C(C)(C)O2)[CH:29]=[CH:28][C:27]=1[NH:41][C:42]1[S:43][C:44]2[CH:50]=[CH:49][CH:48]=[CH:47][C:45]=2[N:46]=1.NC1N=CN=C2N([C@H]3CC[C@@H](N4CCN(C)CC4)CC3)N=C(C3C=CC(NC4OC5C=CC=CC=5N=4)=C(F)C=3)C=12.